From a dataset of Full USPTO retrosynthesis dataset with 1.9M reactions from patents (1976-2016). Predict the reactants needed to synthesize the given product. (1) The reactants are: [CH3:1][O:2][C:3]1[CH:11]=[CH:10][C:9]([O:12][C:13]([F:16])([F:15])[F:14])=[CH:8][C:4]=1[C:5](O)=[O:6].C(Cl)(=O)C([Cl:20])=O. Given the product [CH3:1][O:2][C:3]1[CH:11]=[CH:10][C:9]([O:12][C:13]([F:16])([F:15])[F:14])=[CH:8][C:4]=1[C:5]([Cl:20])=[O:6], predict the reactants needed to synthesize it. (2) Given the product [CH3:26][O:25][C:19]1[CH:18]=[C:17]([CH2:16][C@H:15]([CH3:27])[C@H:14]([CH3:28])[CH2:13][C:7]2[CH:8]=[CH:9][C:10]([O:11][CH3:12])=[C:5]([O:4][CH2:3][CH2:2][N:38]3[CH:39]=[C:35]([N+:32]([O-:34])=[O:33])[N:36]=[CH:37]3)[CH:6]=2)[CH:22]=[CH:21][C:20]=1[O:23][CH3:24], predict the reactants needed to synthesize it. The reactants are: Br[CH2:2][CH2:3][O:4][C:5]1[CH:6]=[C:7]([CH2:13][C@@H:14]([CH3:28])[C@@H:15]([CH3:27])[CH2:16][C:17]2[CH:22]=[CH:21][C:20]([O:23][CH3:24])=[C:19]([O:25][CH3:26])[CH:18]=2)[CH:8]=[CH:9][C:10]=1[O:11][CH3:12].C[O-].[Na+].[N+:32]([C:35]1[N:36]=[CH:37][NH:38][CH:39]=1)([O-:34])=[O:33].